This data is from NCI-60 drug combinations with 297,098 pairs across 59 cell lines. The task is: Regression. Given two drug SMILES strings and cell line genomic features, predict the synergy score measuring deviation from expected non-interaction effect. (1) Drug 1: CC1OCC2C(O1)C(C(C(O2)OC3C4COC(=O)C4C(C5=CC6=C(C=C35)OCO6)C7=CC(=C(C(=C7)OC)O)OC)O)O. Drug 2: C1=CN(C(=O)N=C1N)C2C(C(C(O2)CO)O)O.Cl. Cell line: NCIH23. Synergy scores: CSS=64.4, Synergy_ZIP=0.994, Synergy_Bliss=1.04, Synergy_Loewe=3.16, Synergy_HSA=5.64. (2) Drug 1: C1CC(=O)NC(=O)C1N2CC3=C(C2=O)C=CC=C3N. Drug 2: COC1=CC(=CC(=C1O)OC)C2C3C(COC3=O)C(C4=CC5=C(C=C24)OCO5)OC6C(C(C7C(O6)COC(O7)C8=CC=CS8)O)O. Cell line: MDA-MB-231. Synergy scores: CSS=25.9, Synergy_ZIP=-5.42, Synergy_Bliss=-4.90, Synergy_Loewe=-22.5, Synergy_HSA=-3.00. (3) Drug 1: CN1CCC(CC1)COC2=C(C=C3C(=C2)N=CN=C3NC4=C(C=C(C=C4)Br)F)OC. Drug 2: CN(C(=O)NC(C=O)C(C(C(CO)O)O)O)N=O. Cell line: CAKI-1. Synergy scores: CSS=29.6, Synergy_ZIP=-9.64, Synergy_Bliss=-4.37, Synergy_Loewe=-64.0, Synergy_HSA=-3.29. (4) Drug 1: CC1=C(C(=O)C2=C(C1=O)N3CC4C(C3(C2COC(=O)N)OC)N4)N. Drug 2: CCC1(C2=C(COC1=O)C(=O)N3CC4=CC5=C(C=CC(=C5CN(C)C)O)N=C4C3=C2)O.Cl. Cell line: NCI-H322M. Synergy scores: CSS=-7.71, Synergy_ZIP=1.37, Synergy_Bliss=-7.27, Synergy_Loewe=-7.30, Synergy_HSA=-13.2. (5) Drug 1: CC1=C2C(C(=O)C3(C(CC4C(C3C(C(C2(C)C)(CC1OC(=O)C(C(C5=CC=CC=C5)NC(=O)OC(C)(C)C)O)O)OC(=O)C6=CC=CC=C6)(CO4)OC(=O)C)O)C)O. Drug 2: C(=O)(N)NO. Cell line: RXF 393. Synergy scores: CSS=2.92, Synergy_ZIP=-0.387, Synergy_Bliss=0.428, Synergy_Loewe=-1.54, Synergy_HSA=-0.627. (6) Drug 1: CC1=C(C=C(C=C1)NC(=O)C2=CC=C(C=C2)CN3CCN(CC3)C)NC4=NC=CC(=N4)C5=CN=CC=C5. Drug 2: CN(CCCl)CCCl.Cl. Cell line: PC-3. Synergy scores: CSS=26.2, Synergy_ZIP=-12.1, Synergy_Bliss=-10.8, Synergy_Loewe=-9.85, Synergy_HSA=-5.78.